From a dataset of M1 muscarinic receptor antagonist screen with 61,756 compounds. Binary Classification. Given a drug SMILES string, predict its activity (active/inactive) in a high-throughput screening assay against a specified biological target. (1) The drug is Brc1ccc(c2n(CC=C)c(SCn3nnc4c(c3=O)cccc4)nn2)cc1. The result is 0 (inactive). (2) The result is 0 (inactive). The compound is o1c(c(C(=O)n2c3c(nc2)cccc3)cc1)C.